This data is from Full USPTO retrosynthesis dataset with 1.9M reactions from patents (1976-2016). The task is: Predict the reactants needed to synthesize the given product. (1) Given the product [C:11]([NH:15][C:8]([C:5]1[CH:4]=[CH:3][C:2]([F:1])=[CH:7][N:6]=1)=[O:10])([CH3:14])([CH3:13])[CH3:12], predict the reactants needed to synthesize it. The reactants are: [F:1][C:2]1[CH:3]=[CH:4][C:5]([C:8]([OH:10])=O)=[N:6][CH:7]=1.[C:11]([NH2:15])([CH3:14])([CH3:13])[CH3:12]. (2) Given the product [Br:14][C:15]1[N:32]([CH2:33][O:34][CH2:35][CH2:36][Si:37]([CH3:40])([CH3:39])[CH3:38])[C:18]2[CH:19]=[N:20][N:21]([CH2:24][O:25][CH2:26][CH2:27][Si:28]([CH3:31])([CH3:30])[CH3:29])[C:22](=[O:23])[C:17]=2[C:16]=1[CH2:41][O:11][CH:8]([CH2:9][CH3:10])[CH2:7][CH3:6], predict the reactants needed to synthesize it. The reactants are: O1CCCC1.[CH3:6][CH2:7][CH:8]([OH:11])[CH2:9][CH3:10].[H-].[Na+].[Br:14][C:15]1[N:32]([CH2:33][O:34][CH2:35][CH2:36][Si:37]([CH3:40])([CH3:39])[CH3:38])[C:18]2[CH:19]=[N:20][N:21]([CH2:24][O:25][CH2:26][CH2:27][Si:28]([CH3:31])([CH3:30])[CH3:29])[C:22](=[O:23])[C:17]=2[C:16]=1[CH2:41]Br.